From a dataset of CYP1A2 inhibition data for predicting drug metabolism from PubChem BioAssay. Regression/Classification. Given a drug SMILES string, predict its absorption, distribution, metabolism, or excretion properties. Task type varies by dataset: regression for continuous measurements (e.g., permeability, clearance, half-life) or binary classification for categorical outcomes (e.g., BBB penetration, CYP inhibition). Dataset: cyp1a2_veith. (1) The compound is COc1ccc(NC(=O)N2CCCC3(CCN(C(=O)c4cc(C(F)(F)F)cc(C(F)(F)F)c4)CC3)C2)cc1. The result is 0 (non-inhibitor). (2) The drug is C/C(=N/S(=O)(=O)c1ccc(Cl)c(Cl)c1)OCC(C)(C)C. The result is 0 (non-inhibitor). (3) The drug is CCOc1cc(/C=C2/C(=N)N3C=CSC3=NC2=O)ccc1OCCCOc1ccccc1C. The result is 0 (non-inhibitor). (4) The compound is O=[N+]([O-])c1ccccc1/C=N/n1c(COc2ccccc2)n[nH]c1=S. The result is 1 (inhibitor). (5) The drug is CN(C)CC/C=C1\c2ccccc2COc2ccccc21. The result is 1 (inhibitor). (6) The result is 1 (inhibitor). The drug is Cc1cccc(CNc2ncnc3[nH]ncc23)c1. (7) The compound is C[n+]1ccccc1/C=N\O. The result is 0 (non-inhibitor). (8) The molecule is COc1ccc(NC(=O)COc2ccc(CNCCCN3CCOCC3)cc2OC)cc1.Cl. The result is 0 (non-inhibitor). (9) The compound is O=C(O)c1cc(=O)[nH]c(SCc2ccccc2)n1. The result is 0 (non-inhibitor).